This data is from Reaction yield outcomes from USPTO patents with 853,638 reactions. The task is: Predict the reaction yield, written as a fraction of the theoretical maximum amount of product (1.0 means a 100% yield; for example, 0.34 means a 34% yield). (1) The reactants are [NH2:1][C:2]1[N:7]=[CH:6][N:5]=[C:4]([NH:8][C@H:9]([C:11]2[N:16]([C:17]3[CH:22]=[CH:21][CH:20]=[CH:19][CH:18]=3)[C:15](=[O:23])[C:14]3=[C:24]([CH3:27])[CH:25]=[CH:26][N:13]3[N:12]=2)[CH3:10])[C:3]=1I.[OH:29][C:30]1[CH:35]=[CH:34][C:33](B(O)O)=[CH:32][CH:31]=1.C(=O)([O-])[O-].[Na+].[Na+]. No catalyst specified. The product is [NH2:1][C:2]1[N:7]=[CH:6][N:5]=[C:4]([NH:8][C@H:9]([C:11]2[N:16]([C:17]3[CH:22]=[CH:21][CH:20]=[CH:19][CH:18]=3)[C:15](=[O:23])[C:14]3=[C:24]([CH3:27])[CH:25]=[CH:26][N:13]3[N:12]=2)[CH3:10])[C:3]=1[C:33]1[CH:34]=[CH:35][C:30]([OH:29])=[CH:31][CH:32]=1. The yield is 0.110. (2) The reactants are [Br:1][C:2]1[CH:7]=[CH:6][C:5]([CH2:8]Br)=[C:4]([Cl:10])[CH:3]=1.[C-:11]#[N:12].[K+]. The catalyst is ClC(Cl)C.O.[Cl-].C([N+](CCCC)(CCCC)CCCC)CCC. The product is [Br:1][C:2]1[CH:7]=[CH:6][C:5]([CH2:8][C:11]#[N:12])=[C:4]([Cl:10])[CH:3]=1. The yield is 0.900. (3) The reactants are [O:1]=[C:2]([OH:14])[C@@H:3]([C@H:5]([C@@H:7]([C@@H:9]([C:11]([OH:13])=[O:12])[OH:10])[OH:8])[OH:6])[OH:4].[Na:15][Na].O=C[C@@H]([C@H]([C@@H]([C@@H](CO)O)O)O)O. No catalyst specified. The product is [O:1]=[C:2]([O-:14])[C@@H:3]([C@H:5]([C@@H:7]([C@@H:9]([C:11]([O-:13])=[O:12])[OH:10])[OH:8])[OH:6])[OH:4].[Na+:15].[Na+:15]. The yield is 0.979.